This data is from Forward reaction prediction with 1.9M reactions from USPTO patents (1976-2016). The task is: Predict the product of the given reaction. Given the reactants [F:1][C:2]1[CH:3]=[C:4]([CH:13]2[CH2:18][N:17]([C:19]([O:21][C:22]([CH3:25])([CH3:24])[CH3:23])=[O:20])[CH2:16][CH:15]([C:26]([O:28]C)=[O:27])[CH2:14]2)[CH:5]=[CH:6][C:7]=1[O:8][C:9]([F:12])([F:11])[F:10].CC(C)([O-])C.[K+], predict the reaction product. The product is: [C:22]([O:21][C:19]([N:17]1[CH2:18][CH:13]([C:4]2[CH:5]=[CH:6][C:7]([O:8][C:9]([F:11])([F:10])[F:12])=[C:2]([F:1])[CH:3]=2)[CH2:14][CH:15]([C:26]([OH:28])=[O:27])[CH2:16]1)=[O:20])([CH3:25])([CH3:23])[CH3:24].